Dataset: Reaction yield outcomes from USPTO patents with 853,638 reactions. Task: Predict the reaction yield, written as a fraction of the theoretical maximum amount of product (1.0 means a 100% yield; for example, 0.34 means a 34% yield). (1) The reactants are [NH2:1][C:2]1[CH:3]=[C:4]([OH:9])[CH:5]=[CH:6][C:7]=1[F:8].I[C:11]1[CH:12]=[CH:13][C:14]2[N:15]([CH:17]=[C:18]([NH:20][C:21]([CH:23]3[CH2:25][CH:24]3[CH3:26])=[O:22])[N:19]=2)[N:16]=1.C(=O)([O-])[O-].[K+].[K+]. The catalyst is CN(C)C=O.[Cl-].[Na+].O. The product is [NH2:1][C:2]1[CH:3]=[C:4]([CH:5]=[CH:6][C:7]=1[F:8])[O:9][C:11]1[CH:12]=[CH:13][C:14]2[N:15]([CH:17]=[C:18]([NH:20][C:21]([CH:23]3[CH2:25][CH:24]3[CH3:26])=[O:22])[N:19]=2)[N:16]=1. The yield is 0.880. (2) The reactants are [NH:1]1[CH2:6][CH2:5][CH:4]([C:7]2[N:15]3[C:10]([C:11]([NH2:16])=[N:12][CH:13]=[N:14]3)=[C:9]([C:17]3[CH:18]=[CH:19][C:20]4[C:24]([CH:25]=3)=[N:23][N:22]([CH2:26][C:27]3[CH:28]=[N:29][CH:30]=[CH:31][CH:32]=3)[CH:21]=4)[CH:8]=2)[CH2:3][CH2:2]1.[Cl-].ClC[C:36]([N:38]([CH3:40])[CH3:39])=[O:37]. No catalyst specified. The product is [NH2:16][C:11]1[C:10]2=[C:9]([C:17]3[CH:18]=[CH:19][C:20]4[C:24]([CH:25]=3)=[N:23][N:22]([CH2:26][C:27]3[CH:28]=[N:29][CH:30]=[CH:31][CH:32]=3)[CH:21]=4)[CH:8]=[C:7]([CH:4]3[CH2:3][CH2:2][N:1]([C:36]([N:38]([CH3:40])[CH3:39])=[O:37])[CH2:6][CH2:5]3)[N:15]2[N:14]=[CH:13][N:12]=1. The yield is 0.650. (3) The reactants are Br[C:2]1[CH:3]=[C:4]([NH:8][S:9]([C:12]2[CH:17]=[CH:16][C:15]([F:18])=[CH:14][CH:13]=2)(=[O:11])=[O:10])[CH:5]=[N:6][CH:7]=1.B1(B2OC(C)(C)C(C)(C)O2)OC(C)(C)C(C)(C)O1.C([O-])(=O)C.[K+].Cl[C:43]1[N:48]=[C:47]2[S:49][C:50]([NH:52][C:53](=[O:55])[CH3:54])=[N:51][C:46]2=[CH:45][CH:44]=1.C(=O)([O-])[O-].[Na+].[Na+]. The catalyst is C1C=CC(P(C2C=CC=CC=2)[C-]2C=CC=C2)=CC=1.C1C=CC(P(C2C=CC=CC=2)[C-]2C=CC=C2)=CC=1.Cl[Pd]Cl.[Fe+2].CN(C=O)C.O1CCOCC1. The product is [F:18][C:15]1[CH:16]=[CH:17][C:12]([S:9]([NH:8][C:4]2[CH:3]=[C:2]([C:43]3[N:48]=[C:47]4[S:49][C:50]([NH:52][C:53](=[O:55])[CH3:54])=[N:51][C:46]4=[CH:45][CH:44]=3)[CH:7]=[N:6][CH:5]=2)(=[O:11])=[O:10])=[CH:13][CH:14]=1. The yield is 0.0630. (4) The reactants are Br[C:2]1[CH:7]=[CH:6][C:5]([NH:8][S:9]([CH3:12])(=[O:11])=[O:10])=[CH:4][C:3]=1[F:13].[CH:14]([C:17]1[NH:18][C:19]([C:37]2[CH:42]=[CH:41][CH:40]=[C:39]([CH3:43])[N:38]=2)=[C:20]([C:22]2[CH:27]=[CH:26][CH:25]=[C:24](B3OC(C)(C)C(C)(C)O3)[CH:23]=2)[N:21]=1)([CH3:16])[CH3:15]. The catalyst is COCCOC.C(OCC)(=O)C. The product is [F:13][C:3]1[CH:4]=[C:5]([NH:8][S:9]([CH3:12])(=[O:11])=[O:10])[CH:6]=[CH:7][C:2]=1[C:26]1[CH:25]=[CH:24][CH:23]=[C:22]([C:20]2[N:21]=[C:17]([CH:14]([CH3:16])[CH3:15])[NH:18][C:19]=2[C:37]2[CH:42]=[CH:41][CH:40]=[C:39]([CH3:43])[N:38]=2)[CH:27]=1. The yield is 0.340. (5) The reactants are C([O:3][P:4]([CH2:9][NH:10][C:11](=[O:38])[CH2:12][CH2:13][C:14]([CH3:37])=[CH:15][CH2:16][C:17]1[C:18]([O:30]CC[Si](C)(C)C)=[C:19]2[C:23](=[C:24]([CH3:28])[C:25]=1[O:26][CH3:27])[CH2:22][O:21][C:20]2=[O:29])(=[O:8])[O:5]CC)C.C[Si](Br)(C)C.N1C(C)=CC=CC=1C. The catalyst is C(#N)C. The product is [OH:30][C:18]1[C:17]([CH2:16][CH:15]=[C:14]([CH3:37])[CH2:13][CH2:12][C:11]([NH:10][CH2:9][P:4](=[O:3])([OH:8])[OH:5])=[O:38])=[C:25]([O:26][CH3:27])[C:24]([CH3:28])=[C:23]2[C:19]=1[C:20](=[O:29])[O:21][CH2:22]2. The yield is 0.0900. (6) The reactants are C([O:3][C:4](=[O:10])[CH:5](Cl)[C:6]([CH3:8])=O)C.[CH:11]([NH2:13])=[O:12]. The catalyst is CN(C=O)C.COC(C)(C)C. The product is [CH3:8][C:6]1[N:13]=[CH:11][O:12][C:5]=1[C:4]([OH:3])=[O:10]. The yield is 0.353.